From a dataset of Full USPTO retrosynthesis dataset with 1.9M reactions from patents (1976-2016). Predict the reactants needed to synthesize the given product. (1) Given the product [CH3:21][O:20][C:14]1[CH:13]=[C:12]([NH:11][C:4]2[C:5]3[N:10]=[CH:9][S:8][C:6]=3[N:7]=[C:2]([C:38]3[CH:37]=[C:36]([CH:41]=[CH:40][CH:39]=3)[C:35]([NH:34][C:32]3[CH:31]=[CH:30][C:25]([C:26]([O:28][CH3:29])=[O:27])=[C:24]([O:23][CH3:22])[CH:33]=3)=[O:51])[N:3]=2)[CH:17]=[CH:16][C:15]=1[O:18][CH3:19], predict the reactants needed to synthesize it. The reactants are: Cl[C:2]1[N:3]=[C:4]([NH:11][C:12]2[CH:17]=[CH:16][C:15]([O:18][CH3:19])=[C:14]([O:20][CH3:21])[CH:13]=2)[C:5]2[N:10]=[CH:9][S:8][C:6]=2[N:7]=1.[CH3:22][O:23][C:24]1[CH:33]=[C:32]([NH:34][C:35](=[O:51])[C:36]2[CH:41]=[CH:40][CH:39]=[C:38](B3OC(C)(C)C(C)(C)O3)[CH:37]=2)[CH:31]=[CH:30][C:25]=1[C:26]([O:28][CH3:29])=[O:27].C([O-])([O-])=O.[Na+].[Na+]. (2) Given the product [F:58][C:30]1([F:29])[CH2:35][CH2:34][N:33]([C:36]([C:38]2[N:39]([C:25]([CH3:27])([C:19]3[CH:24]=[CH:23][CH:22]=[CH:21][CH:20]=3)[CH3:26])[C:40]3[C:45]([CH:46]=2)=[CH:44][C:43]([C:47]([N:49]2[CH2:50][CH2:51][N:52]([CH:55]([CH3:56])[CH3:57])[CH2:53][CH2:54]2)=[O:48])=[CH:42][CH:41]=3)=[O:37])[CH2:32][CH2:31]1, predict the reactants needed to synthesize it. The reactants are: [Cl-].C(C[P+](C)(C)C)#N.C[Si]([N-][Si](C)(C)C)(C)C.[K+].[C:19]1([C:25](O)([CH3:27])[CH3:26])[CH:24]=[CH:23][CH:22]=[CH:21][CH:20]=1.[F:29][C:30]1([F:58])[CH2:35][CH2:34][N:33]([C:36]([C:38]2[NH:39][C:40]3[C:45]([CH:46]=2)=[CH:44][C:43]([C:47]([N:49]2[CH2:54][CH2:53][N:52]([CH:55]([CH3:57])[CH3:56])[CH2:51][CH2:50]2)=[O:48])=[CH:42][CH:41]=3)=[O:37])[CH2:32][CH2:31]1. (3) The reactants are: C(=O)([O-])[O-].[Sr+2:5].[C:6]([OH:18])(=[O:17])[CH2:7][NH:8][C:9]([C:11]1[CH:16]=[CH:15][CH:14]=[CH:13][CH:12]=1)=[O:10]. Given the product [C:6]([O-:18])(=[O:17])[CH2:7][NH:8][C:9]([C:11]1[CH:12]=[CH:13][CH:14]=[CH:15][CH:16]=1)=[O:10].[Sr+2:5].[C:6]([O-:18])(=[O:17])[CH2:7][NH:8][C:9]([C:11]1[CH:12]=[CH:13][CH:14]=[CH:15][CH:16]=1)=[O:10], predict the reactants needed to synthesize it.